Predict the reactants needed to synthesize the given product. From a dataset of Full USPTO retrosynthesis dataset with 1.9M reactions from patents (1976-2016). (1) Given the product [C:41]([O:40][C:39]([NH:38][CH2:37][CH2:36][NH:22][C@H:21]([CH2:23][C:24]([O:26][CH2:27][C:28]1[CH:29]=[CH:30][CH:31]=[CH:32][CH:33]=1)=[O:25])[C:20]([O:19][CH2:12][C:13]1[CH:14]=[CH:15][CH:16]=[CH:17][CH:18]=1)=[O:34])=[O:45])([CH3:44])([CH3:43])[CH3:42], predict the reactants needed to synthesize it. The reactants are: C1(C)C=CC(S(O)(=O)=O)=CC=1.[CH2:12]([O:19][C:20](=[O:34])[C@H:21]([CH2:23][C:24]([O:26][CH2:27][C:28]1[CH:33]=[CH:32][CH:31]=[CH:30][CH:29]=1)=[O:25])[NH2:22])[C:13]1[CH:18]=[CH:17][CH:16]=[CH:15][CH:14]=1.O=[CH:36][CH2:37][NH:38][C:39](=[O:45])[O:40][C:41]([CH3:44])([CH3:43])[CH3:42].C(O[BH-](OC(=O)C)OC(=O)C)(=O)C.[Na+]. (2) Given the product [Cl:2][C:3]1[CH:33]=[CH:32][C:31]([OH:34])=[CH:30][C:4]=1[C:5]([NH:7][C:8]1[CH:9]=[N:10][C:11]([NH:14][C:15]2[CH:20]=[CH:19][C:18]([C:21]([N:23]3[CH2:28][CH2:27][N:26]([CH3:29])[CH2:25][CH2:24]3)=[O:22])=[CH:17][CH:16]=2)=[N:12][CH:13]=1)=[O:6], predict the reactants needed to synthesize it. The reactants are: Cl.[Cl:2][C:3]1[CH:33]=[CH:32][C:31]([O:34]C)=[CH:30][C:4]=1[C:5]([NH:7][C:8]1[CH:9]=[N:10][C:11]([NH:14][C:15]2[CH:20]=[CH:19][C:18]([C:21]([N:23]3[CH2:28][CH2:27][N:26]([CH3:29])[CH2:25][CH2:24]3)=[O:22])=[CH:17][CH:16]=2)=[N:12][CH:13]=1)=[O:6].B(Br)(Br)Br. (3) Given the product [CH3:10][O:9][C:7](=[O:8])[C:6]1[CH:11]=[CH:12][C:3]([CH2:2][O:25][C:19]2[CH:21]=[CH:22][C:16]([N+:13]([O-:15])=[O:14])=[CH:17][CH:18]=2)=[CH:4][CH:5]=1, predict the reactants needed to synthesize it. The reactants are: Br[CH2:2][C:3]1[CH:12]=[CH:11][C:6]([C:7]([O:9][CH3:10])=[O:8])=[CH:5][CH:4]=1.[N+:13]([C:16]1[CH:22]=[CH:21][C:19](N)=[CH:18][CH:17]=1)([O-:15])=[O:14].C(O)(=[O:25])C.C([BH3-])#N.[Na+]. (4) Given the product [C:1]([C:3]1[C:8](=[O:9])[N:7]([CH2:10][C:11]2[CH:16]=[CH:15][C:14]([CH3:17])=[CH:13][C:12]=2[CH3:18])[C:6]([C:19]2[CH:24]=[CH:23][CH:22]=[C:21]([C:25]3[CH:33]=[C:32]4[C:28]([CH:29]=[C:30]([C:34]([O:36][CH2:51][CH2:50][CH2:49][N:48]([CH3:53])[CH3:47])=[O:35])[NH:31]4)=[CH:27][CH:26]=3)[N:20]=2)=[CH:5][C:4]=1[C:37]([F:38])([F:39])[F:40])#[N:2], predict the reactants needed to synthesize it. The reactants are: [C:1]([C:3]1[C:8](=[O:9])[N:7]([CH2:10][C:11]2[CH:16]=[CH:15][C:14]([CH3:17])=[CH:13][C:12]=2[CH3:18])[C:6]([C:19]2[CH:24]=[CH:23][CH:22]=[C:21]([C:25]3[CH:33]=[C:32]4[C:28]([CH:29]=[C:30]([C:34]([OH:36])=[O:35])[NH:31]4)=[CH:27][CH:26]=3)[N:20]=2)=[CH:5][C:4]=1[C:37]([F:40])([F:39])[F:38])#[N:2].C(Cl)(=O)C(Cl)=O.[CH3:47][N:48]([CH3:53])[CH2:49][CH2:50][CH2:51]O. (5) Given the product [C:1]([C:3]1[N:7]2[CH2:8][CH2:9][N:10]([C:27]([NH:26][C:22]([CH3:25])([CH3:24])[CH3:23])=[O:28])[CH2:11][C:6]2=[C:5]([C:12]([NH2:14])=[O:13])[C:4]=1[C:15]1[CH:20]=[CH:19][CH:18]=[C:17]([F:21])[CH:16]=1)#[N:2], predict the reactants needed to synthesize it. The reactants are: [C:1]([C:3]1[N:7]2[CH2:8][CH2:9][NH:10][CH2:11][C:6]2=[C:5]([C:12]([NH2:14])=[O:13])[C:4]=1[C:15]1[CH:20]=[CH:19][CH:18]=[C:17]([F:21])[CH:16]=1)#[N:2].[C:22]([N:26]=[C:27]=[O:28])([CH3:25])([CH3:24])[CH3:23]. (6) Given the product [Cl:1][CH2:2][C:3]([NH:13][C:9]1[CH:10]=[CH:11][CH:12]=[C:7]([C:6]([F:5])([F:14])[F:15])[CH:8]=1)=[NH:4], predict the reactants needed to synthesize it. The reactants are: [Cl:1][CH2:2][C:3]#[N:4].[F:5][C:6]([F:15])([F:14])[C:7]1[CH:8]=[C:9]([NH2:13])[CH:10]=[CH:11][CH:12]=1.Cl.